The task is: Predict the reactants needed to synthesize the given product.. This data is from Full USPTO retrosynthesis dataset with 1.9M reactions from patents (1976-2016). (1) Given the product [CH3:44][CH:45]([CH2:48][CH3:49])[CH2:46][NH:47][C:1](=[O:13])/[CH:2]=[CH:3]/[CH:4]=[CH:5]/[CH2:6][CH2:7][C:8]#[C:9][C:10]#[CH:11], predict the reactants needed to synthesize it. The reactants are: [C:1]([OH:13])(=O)/[CH:2]=[CH:3]/[CH:4]=[CH:5]/[CH2:6][CH2:7][C:8]#[C:9][C:10]#[CH:11].C(N(CC)CC)C.Cl.C(N=C=NCCCN(C)C)C.O.N1(O)C2C=CC=CC=2N=N1.[CH3:44][CH:45]([CH2:48][CH3:49])[CH2:46][NH2:47]. (2) Given the product [C:1]([C:4]1[CH:9]=[N:8][N:7]2[CH:10]=[C:11]([C:13]3[O:37][N:38]=[C:39]([CH3:40])[CH:14]=3)[CH:12]=[C:6]2[C:5]=1[NH:15][C@H:16]1[C@@H:20]([CH2:21][CH3:22])[CH2:19][N:18]([C:23]([O:25][C:26]([CH3:28])([CH3:27])[CH3:29])=[O:24])[CH2:17]1)(=[O:3])[NH2:2], predict the reactants needed to synthesize it. The reactants are: [C:1]([C:4]1[CH:9]=[N:8][N:7]2[CH:10]=[C:11]([C:13]#[CH:14])[CH:12]=[C:6]2[C:5]=1[NH:15][C@H:16]1[C@@H:20]([CH2:21][CH3:22])[CH2:19][N:18]([C:23]([O:25][C:26]([CH3:29])([CH3:28])[CH3:27])=[O:24])[CH2:17]1)(=[O:3])[NH2:2].C(N(CC)CC)C.[OH:37]/[N:38]=[C:39](\Cl)/[CH3:40]. (3) Given the product [C:16]([O:20][C:21]([NH:23][C@@H:24]1[CH2:29][CH2:28][CH2:27][N:26](/[C:30](=[N:38]/[C:39]#[N:40])/[N:31]([CH2:4][C:3]2[CH:6]=[CH:7][CH:8]=[CH:9][C:2]=2[Cl:1])[CH2:32][C:33]([O:35][CH2:36][CH3:37])=[O:34])[CH2:25]1)=[O:22])([CH3:17])([CH3:18])[CH3:19], predict the reactants needed to synthesize it. The reactants are: [Cl:1][C:2]1[CH:9]=[CH:8][CH:7]=[CH:6][C:3]=1[CH2:4]Br.C(=O)([O-])[O-].[K+].[K+].[C:16]([O:20][C:21]([NH:23][C@@H:24]1[CH2:29][CH2:28][CH2:27][N:26](/[C:30](=[N:38]/[C:39]#[N:40])/[NH:31][CH2:32][C:33]([O:35][CH2:36][CH3:37])=[O:34])[CH2:25]1)=[O:22])([CH3:19])([CH3:18])[CH3:17].